From a dataset of Experimentally validated miRNA-target interactions with 360,000+ pairs, plus equal number of negative samples. Binary Classification. Given a miRNA mature sequence and a target amino acid sequence, predict their likelihood of interaction. (1) The miRNA is hsa-miR-4723-3p with sequence CCCUCUCUGGCUCCUCCCCAAA. The protein sequence of the target gene is MRDNEKAWWQQWTSHTGLEGWGGTQEDRMGFGGAVAALRGRPSPLQSTIHESYGRPEEQVLINRQEITNKADAWDMQEFITHMYIKQLLRHPAFQLLLALLLVINAITIALRTNSYLDQKHYELFSTIDDIVLTILLCEVLLGWLNGFWIFWKDGWNILNFIIVFILLLRFFINEINIPSINYTLRALRLVHVCMAVEPLARIIRVILQSVPDMANIMVLILFFMLVFSVFGVTLFGAFVPKHFQNIQVALYTLFICITQDGWVDIYSDFQTEKREYAMEIGGAIYFTIFITIGAFIGIN.... Result: 1 (interaction). (2) The miRNA is hsa-miR-421 with sequence AUCAACAGACAUUAAUUGGGCGC. The protein sequence of the target gene is MGESPASVVLNASGGLFSLKMETLESELTCPICLELFEDPLLLPCAHSLCFSCAHRILVSSCSSGESIEPITAFQCPTCRYVISLNHRGLDGLKRNVTLQNIIDRFQKASVSGPNSPSESRRERTYRPTTAMSSERIACQFCEQDPPRDAVKTCITCEVSYCDRCLRATHPNKKPFTSHRLVEPVPDTHLRGITCLDHENEKVNMYCVSDDQLICALCKLVGRHRDHQVASLNDRFEKLKQTLEMNLTNLVKRNSELENQMAKLIQICQQVEVNTAMHEAKLMEECDELVEIIQQRKQMI.... Result: 0 (no interaction). (3) The miRNA is hsa-miR-5187-3p with sequence ACUGAAUCCUCUUUUCCUCAG. The protein sequence of the target gene is MSALNWKPFVYGGLASITAECGTFPIDLTKTRLQIQGQTNDAKFKEIRYRGMLHALVRIGREEGLKALYSGIAPAMLRQASYGTIKIGTYQSLKRLFIERPEDETLPINVICGILSGVISSTIANPTDVLKIRMQAQSNTIQGGMIGNFMNIYQQEGTRGLWKGVSLTAQRAAIVVGVELPVYDITKKHLILSGLMGDTVYTHFLSSFTCGLAGALASNPVDVVRTRMMNQRVLRDGRCSGYTGTLDCLLQTWKNEGFFALYKGFWPNWLRLGPWNIIFFVTYEQLKKLDL. Result: 0 (no interaction). (4) The miRNA is hsa-miR-4643 with sequence GACACAUGACCAUAAAUGCUAA. The protein sequence of the target gene is MSPGSGVKSEYMKRYREPRWDEYAPCYRELLRYRLGRRLLEQAHAPWLWDAWGPDSPSDSSASPSPAPRGALGEPSAPSAREEEQPVGERGAELRDAEEQDTVLPAPPKKDTEEKPEEHKTKETDGAPSGPGPRQQPSALCARGSKKATRSPQRSTSKIKENKHPFALYGWGERQMDMGSQKTHNVCASASVHEIHESALRAKNRRQVEKRKLAAQRQRAHSVDVEKNQRVKPASAENPWLTEYMRCYSARA. Result: 0 (no interaction). (5) The miRNA is hsa-miR-639 with sequence AUCGCUGCGGUUGCGAGCGCUGU. The protein sequence of the target gene is MSGRGAGGFPLPPLSPGGGAVAAALGAPPPPAGPGMLPSPALRGPGPSGGMGVPGAAAFRPMGPAGPAAQYQRPGMSPGSRMPMAGLQVGPPAGSPFGTAAPLRPGMPPTMMDPFRKRLLVPQAQPPMPAQRRGLKRRKMADKVLPQRIRELVPESQAYMDLLAFERKLDQTIARKRMEIQEAIKKPLTQKRKLRIYISNTFSPSKADGDNAGTAGTPGGTPAADKVASWELRVEGKLLDDPSKQKRKFSSFFKSLVIELDKELYGPDNHLVEWHRMPTTQETDGFQVKRPGDLNVKCTL.... Result: 0 (no interaction). (6) The miRNA is hsa-miR-561-3p with sequence CAAAGUUUAAGAUCCUUGAAGU. The protein sequence of the target gene is MYVKSIILEGFKSYAQRTEVNGFDPLFNAITGLNGSGKSNILDSICFLLGISNLSQVRASNLQDLVYKNGQAGITKASVSITFDNSDKKQSPLGFEAHDEITVTRQVVIGGRNKYLINGVNANNTRVQDLFCSVGLNVNNPHFLIMQGRITKVLNMKPPEILSMIEEAAGTRMYEYKKIAAQKTIEKKEAKLKEIKTILEEEITPTIQKLKEERSSYLEYQKVMREIEHLSRLYIAYQFLRAEDTKERSAGELKEMQDKIVNLQEVLSENEKKIKALNCEIEELERRKDKETGGKLKSLE.... Result: 0 (no interaction).